This data is from Forward reaction prediction with 1.9M reactions from USPTO patents (1976-2016). The task is: Predict the product of the given reaction. The product is: [NH2:14][CH2:15][C:16]1([C:19]2[O:20][C:21]([CH:24]3[CH2:30][CH2:29][C@@H:28]4[CH2:31][N:25]3[C:26](=[O:40])[N:27]4[O:32][CH2:33][C:34]3[CH:39]=[CH:38][CH:37]=[CH:36][CH:35]=3)=[N:22][N:23]=2)[CH2:17][CH2:18]1. Given the reactants C(O)(C(F)(F)F)=O.C(OC(=O)[NH:14][CH2:15][C:16]1([C:19]2[O:20][C:21]([CH:24]3[CH2:30][CH2:29][C@@H:28]4[CH2:31][N:25]3[C:26](=[O:40])[N:27]4[O:32][CH2:33][C:34]3[CH:39]=[CH:38][CH:37]=[CH:36][CH:35]=3)=[N:22][N:23]=2)[CH2:18][CH2:17]1)(C)(C)C, predict the reaction product.